This data is from Forward reaction prediction with 1.9M reactions from USPTO patents (1976-2016). The task is: Predict the product of the given reaction. (1) Given the reactants Br[C:2]1[N:7]=[CH:6][C:5]([N:8]2[CH2:13][CH2:12][N:11]([C:14]([O:16][C:17]([CH3:20])([CH3:19])[CH3:18])=[O:15])[CH2:10][CH2:9]2)=[CH:4][CH:3]=1.[Li]CCCC.[Sn:26](Cl)([CH2:35][CH2:36][CH2:37][CH3:38])([CH2:31][CH2:32][CH2:33][CH3:34])[CH2:27][CH2:28][CH2:29][CH3:30], predict the reaction product. The product is: [CH2:35]([Sn:26]([CH2:27][CH2:28][CH2:29][CH3:30])([CH2:31][CH2:32][CH2:33][CH3:34])[C:2]1[N:7]=[CH:6][C:5]([N:8]2[CH2:13][CH2:12][N:11]([C:14]([O:16][C:17]([CH3:20])([CH3:19])[CH3:18])=[O:15])[CH2:10][CH2:9]2)=[CH:4][CH:3]=1)[CH2:36][CH2:37][CH3:38]. (2) Given the reactants [Cl:1][C:2]1[CH:3]=[C:4]([C:9]2[CH:10]=[C:11]([C:21]3[O:22]C(=O)[CH:24]([C:26](=[O:31])[C:27]([F:30])([F:29])[F:28])[N:25]=3)[CH:12]=[N:13][C:14]=2[O:15][CH2:16][C:17]([F:20])([F:19])[F:18])[CH:5]=[CH:6][C:7]=1[Cl:8], predict the reaction product. The product is: [Cl:1][C:2]1[CH:3]=[C:4]([C:9]2[C:14]([O:15][CH2:16][C:17]([F:19])([F:20])[F:18])=[N:13][CH:12]=[C:11]([CH:10]=2)[C:21]([NH:25][CH2:24][C:26](=[O:31])[C:27]([F:29])([F:30])[F:28])=[O:22])[CH:5]=[CH:6][C:7]=1[Cl:8]. (3) Given the reactants [CH:1]1([CH2:7][CH2:8][CH2:9][C@@H:10]([C:19]2[O:23][N:22]=[C:21]([CH2:24]OS(C3C=CC(C)=CC=3)(=O)=O)[N:20]=2)[CH2:11][C:12]([O:14][C:15]([CH3:18])([CH3:17])[CH3:16])=[O:13])[CH2:6][CH2:5][CH2:4][CH2:3][CH2:2]1.[NH2:36][C:37]([CH3:41])([CH3:40])[CH2:38][OH:39], predict the reaction product. The product is: [CH:1]1([CH2:7][CH2:8][CH2:9][C@@H:10]([C:19]2[O:23][N:22]=[C:21]([CH2:24][NH:36][C:37]([CH3:41])([CH3:40])[CH2:38][OH:39])[N:20]=2)[CH2:11][C:12]([O:14][C:15]([CH3:16])([CH3:17])[CH3:18])=[O:13])[CH2:6][CH2:5][CH2:4][CH2:3][CH2:2]1. (4) Given the reactants [C:1]([OH:4])(=O)[CH3:2].C(N1C=CN=C1)(N1C=CN=C1)=O.O[NH:18][C:19]([C:21]1[CH:40]=[CH:39][C:24]2[N:25]=[C:26]([NH:29][C@H:30]3[C:38]4[C:33](=[CH:34][CH:35]=[CH:36][CH:37]=4)[CH2:32][CH2:31]3)[O:27][CH2:28][C:23]=2[CH:22]=1)=[NH:20], predict the reaction product. The product is: [C@H:30]1([NH:29][C:26]2[O:27][CH2:28][C:23]3[CH:22]=[C:21]([C:19]4[N:20]=[C:1]([CH3:2])[O:4][N:18]=4)[CH:40]=[CH:39][C:24]=3[N:25]=2)[C:38]2[C:33](=[CH:34][CH:35]=[CH:36][CH:37]=2)[CH2:32][CH2:31]1. (5) The product is: [C:1]([CH:3]1[CH2:6][N:5]([C:7](=[O:43])[C@H:8]([NH:12][C:13]([C:15]2[C:23]3[C:18](=[N:19][CH:20]=[C:21]([N:24]4[CH2:32][C:31]5[C:26](=[CH:27][CH:28]=[CH:29][C:30]=5[Cl:33])[C:25]4=[O:34])[N:22]=3)[NH:17][CH:16]=2)=[O:14])[CH:9]2[CH2:10][CH2:11]2)[CH2:4]1)#[N:2]. Given the reactants [C:1]([CH:3]1[CH2:6][N:5]([C:7](=[O:43])[C@H:8]([NH:12][C:13]([C:15]2[C:23]3[C:18](=[N:19][CH:20]=[C:21]([N:24]4[CH2:32][C:31]5[C:26](=[CH:27][CH:28]=[CH:29][C:30]=5[Cl:33])[C:25]4=[O:34])[N:22]=3)[N:17](COCC[Si](C)(C)C)[CH:16]=2)=[O:14])[CH:9]2[CH2:11][CH2:10]2)[CH2:4]1)#[N:2].FC(F)(F)C(O)=O.C(N)CN, predict the reaction product. (6) Given the reactants [C:1]([C:4]1[CH:12]=[C:11]([C:13]2[CH:18]=[CH:17][N:16]=[CH:15][CH:14]=2)[CH:10]=[C:9]2[C:5]=1[CH2:6][CH2:7][N:8]2[C:19](=[O:36])[C@@H:20]([NH:28]C(=O)OC(C)(C)C)[CH2:21][C:22]1[CH:27]=[CH:26][CH:25]=[CH:24][CH:23]=1)(=[O:3])[NH2:2].C(O)(C(F)(F)F)=O, predict the reaction product. The product is: [NH2:28][C@@H:20]([CH2:21][C:22]1[CH:23]=[CH:24][CH:25]=[CH:26][CH:27]=1)[C:19]([N:8]1[C:9]2[CH:10]=[C:11]([C:13]3[CH:18]=[CH:17][N:16]=[CH:15][CH:14]=3)[CH:12]=[C:4]([C:1]([NH2:2])=[O:3])[C:5]=2[CH2:6][CH2:7]1)=[O:36]. (7) Given the reactants C([N:8]1[CH2:12][C@@H:11]([C:13]2[CH:18]=[CH:17][CH:16]=[C:15]([O:19][CH3:20])[CH:14]=2)[C@H:10]([CH:21]=O)[CH2:9]1)C1C=CC=CC=1.[O:23]([C:28]([CH:30]=P(C1C=CC=CC=1)(C1C=CC=CC=1)C1C=CC=CC=1)=[O:29])[C:24]([CH3:27])([CH3:26])[CH3:25].[C:50]1([CH3:56])[CH:55]=[CH:54][CH:53]=[CH:52][CH:51]=1, predict the reaction product. The product is: [CH2:56]([N:8]1[CH2:12][C@@H:11]([C:13]2[CH:18]=[CH:17][CH:16]=[C:15]([O:19][CH3:20])[CH:14]=2)[C@H:10](/[CH:21]=[CH:30]/[C:28]([O:23][C:24]([CH3:27])([CH3:26])[CH3:25])=[O:29])[CH2:9]1)[C:50]1[CH:55]=[CH:54][CH:53]=[CH:52][CH:51]=1.